From a dataset of Full USPTO retrosynthesis dataset with 1.9M reactions from patents (1976-2016). Predict the reactants needed to synthesize the given product. (1) Given the product [C:19]([NH:22][C@H:23]([C:28]([OH:30])=[O:29])[CH2:24][CH:25]([CH3:26])[CH3:27])(=[O:21])[CH3:20].[CH2:1]([O:3][C:4]1[CH:5]=[C:6]([C@H:12]([NH2:18])[CH2:13][S:14]([CH3:17])(=[O:16])=[O:15])[CH:7]=[CH:8][C:9]=1[O:10][CH3:11])[CH3:2], predict the reactants needed to synthesize it. The reactants are: [CH2:1]([O:3][C:4]1[CH:5]=[C:6]([CH:12]([NH2:18])[CH2:13][S:14]([CH3:17])(=[O:16])=[O:15])[CH:7]=[CH:8][C:9]=1[O:10][CH3:11])[CH3:2].[C:19]([NH:22][C@H:23]([C:28]([OH:30])=[O:29])[CH2:24][CH:25]([CH3:27])[CH3:26])(=[O:21])[CH3:20]. (2) Given the product [CH2:35]([N:37]([CH2:41][CH3:42])[C:38](=[S:39])[S-:40])[CH3:36].[Zn+:31].[O-:13][P:10]([O:9][P:6]([O:5][P:2]([O-:4])([O-:3])=[O:1])([O-:8])=[O:7])(=[O:11])[O-:12], predict the reactants needed to synthesize it. The reactants are: [O-:1][P:2]([O:5][P:6]([O:9][P:10]([O-:13])([O-:12])=[O:11])([O-:8])=[O:7])([O-:4])=[O:3].[Na+].[Na+].[Na+].[Na+].[Na+].O.O.O.O.O.O.O.S([O-])([O-])(=O)=O.[Zn+2:31].O.O.O.[CH2:35]([N:37]([CH2:41][CH3:42])[C:38](=[S:40])[S-:39])[CH3:36].[Na+]. (3) Given the product [CH3:1][C:2]1([CH3:26])[CH2:11][CH2:10][C:9]([CH3:12])([CH3:13])[C:8]2[CH:7]=[C:6]([C:14]3[N:19]=[C:18]([N:20]4[CH2:21][CH2:22][N:23]([CH2:40][CH2:39][CH2:38][CH2:37][O:36][C:33](=[O:35])[CH3:34])[CH2:24][CH2:25]4)[CH:17]=[CH:16][CH:15]=3)[CH:5]=[CH:4][C:3]1=2, predict the reactants needed to synthesize it. The reactants are: [CH3:1][C:2]1([CH3:26])[CH2:11][CH2:10][C:9]([CH3:13])([CH3:12])[C:8]2[CH:7]=[C:6]([C:14]3[N:19]=[C:18]([N:20]4[CH2:25][CH2:24][NH:23][CH2:22][CH2:21]4)[CH:17]=[CH:16][CH:15]=3)[CH:5]=[CH:4][C:3]1=2.C(=O)([O-])[O-].[K+].[K+].[C:33]([O:36][CH2:37][CH2:38][CH2:39][CH2:40]Br)(=[O:35])[CH3:34]. (4) Given the product [CH3:31][S:28]([N:25]1[CH2:26][CH2:27][N:22]([C:20]2[CH:19]=[CH:18][N:17]=[C:16]([N:11]3[CH2:12][CH:13]4[NH:8][CH:9]([CH2:15][CH2:14]4)[CH2:10]3)[CH:21]=2)[CH2:23][CH2:24]1)(=[O:29])=[O:30], predict the reactants needed to synthesize it. The reactants are: C(OC([N:8]1[CH:13]2[CH2:14][CH2:15][CH:9]1[CH2:10][N:11]([C:16]1[CH:21]=[C:20]([N:22]3[CH2:27][CH2:26][N:25]([S:28]([CH3:31])(=[O:30])=[O:29])[CH2:24][CH2:23]3)[CH:19]=[CH:18][N:17]=1)[CH2:12]2)=O)(C)(C)C.Cl.CO. (5) Given the product [Br:1][C:2]1[CH:3]=[CH:4][C:5]([F:20])=[C:6]([C@:8]([NH:12][C:13](=[O:19])[O:14][C:15]([CH3:17])([CH3:16])[CH3:18])([CH3:11])[CH:9]=[O:10])[CH:7]=1, predict the reactants needed to synthesize it. The reactants are: [Br:1][C:2]1[CH:3]=[CH:4][C:5]([F:20])=[C:6]([C@:8]([NH:12][C:13](=[O:19])[O:14][C:15]([CH3:18])([CH3:17])[CH3:16])([CH3:11])[CH2:9][OH:10])[CH:7]=1.CC(OI1(OC(C)=O)(OC(C)=O)OC(=O)C2C=CC=CC1=2)=O. (6) Given the product [CH3:22][C:14]1[C:13]([NH:12][C:10]2[C:9]([C:23]#[N:24])=[CH:8][N:7]=[C:6]3[S:5][CH:4]=[C:3]([CH2:2][N:41]4[CH2:42][CH2:43][N:38]([CH3:37])[CH2:39][CH2:40]4)[C:11]=23)=[CH:21][CH:20]=[C:19]2[C:15]=1[CH:16]=[CH:17][NH:18]2, predict the reactants needed to synthesize it. The reactants are: O[CH2:2][C:3]1[C:11]2[C:6](=[N:7][CH:8]=[C:9]([C:23]#[N:24])[C:10]=2[NH:12][C:13]2[C:14]([CH3:22])=[C:15]3[C:19](=[CH:20][CH:21]=2)[NH:18][CH:17]=[CH:16]3)[S:5][CH:4]=1.C(N(CC)CC)C.S(Cl)(C)(=O)=O.[CH3:37][N:38]1[CH2:43][CH2:42][NH:41][CH2:40][CH2:39]1. (7) Given the product [F:4][C:5]([F:23])([F:22])[CH:6]([C:15]1[CH:20]=[CH:19][N:18]=[C:17]([C:1]#[N:3])[CH:16]=1)[O:7][Si:8]([CH2:13][CH3:14])([CH2:11][CH3:12])[CH2:9][CH3:10], predict the reactants needed to synthesize it. The reactants are: [C:1](#[N:3])C.[F:4][C:5]([F:23])([F:22])[CH:6]([C:15]1[CH:20]=[CH:19][N+:18]([O-])=[CH:17][CH:16]=1)[O:7][Si:8]([CH2:13][CH3:14])([CH2:11][CH3:12])[CH2:9][CH3:10].C[Si](C#N)(C)C. (8) Given the product [Br:8][C:9]1[CH:10]=[C:11]([F:17])[C:12](/[CH:15]=[N:7]/[S:5]([C:2]([CH3:4])([CH3:3])[CH3:1])=[O:6])=[N:13][CH:14]=1, predict the reactants needed to synthesize it. The reactants are: [CH3:1][C:2]([S@:5]([NH2:7])=[O:6])([CH3:4])[CH3:3].[Br:8][C:9]1[CH:10]=[C:11]([F:17])[C:12]([CH:15]=O)=[N:13][CH:14]=1.C1(C)C=CC(S([O-])(=O)=O)=CC=1.[NH+]1C=CC=CC=1.S([O-])([O-])(=O)=O.[Mg+2]. (9) The reactants are: [N+:1]([C:4]1[CH:5]=[CH:6][C:7]2[O:11][C:10]([C:12]([NH2:14])=[O:13])=[CH:9][C:8]=2[CH:15]=1)([O-])=O. Given the product [NH2:1][C:4]1[CH:5]=[CH:6][C:7]2[O:11][C:10]([C:12]([NH2:14])=[O:13])=[CH:9][C:8]=2[CH:15]=1, predict the reactants needed to synthesize it. (10) The reactants are: [NH:1]1[CH:5]=[CH:4][C:3]([CH2:6][C:7]#[N:8])=[N:2]1.[Cl:9][C:10]1[CH:21]=[CH:20][CH:19]=[CH:18][C:11]=1[CH:12]=[C:13]([C:16]#[N:17])[C:14]#[N:15].N1CCCCC1. Given the product [NH2:17][C:16]1[N:2]2[N:1]=[CH:5][CH:4]=[C:3]2[C:6]([C:7]#[N:8])=[C:12]([C:11]2[CH:18]=[CH:19][CH:20]=[CH:21][C:10]=2[Cl:9])[C:13]=1[C:14]#[N:15], predict the reactants needed to synthesize it.